From a dataset of Forward reaction prediction with 1.9M reactions from USPTO patents (1976-2016). Predict the product of the given reaction. (1) Given the reactants [CH2:1]([C:3]1[CH:8]=[CH:7][CH:6]=[C:5]([CH2:9][CH3:10])[C:4]=1[C:11]1[N:16]=[C:15](OC)[C:14]([CH2:19][N:20]([CH3:31])[C@@H:21]2[C:30]3[C:25](=[CH:26][CH:27]=[CH:28][CH:29]=3)[CH2:24][CH2:23][CH2:22]2)=[C:13]([CH3:32])[N:12]=1)[CH3:2].[CH3:33][CH2:34][OH:35].Cl.[OH-].[Na+], predict the reaction product. The product is: [CH2:1]([C:3]1[CH:8]=[CH:7][CH:6]=[C:5]([CH2:9][CH3:10])[C:4]=1[C:11]1[N:16]=[C:15]([N:12]2[CH2:11][CH2:4][C:34](=[O:35])[CH2:33][CH2:13]2)[C:14]([CH2:19][N:20]([CH3:31])[C@@H:21]2[C:30]3[C:25](=[CH:26][CH:27]=[CH:28][CH:29]=3)[CH2:24][CH2:23][CH2:22]2)=[C:13]([CH3:32])[N:12]=1)[CH3:2]. (2) Given the reactants C(Cl)(=O)C(Cl)=O.CS(C)=O.[C:11]([O:15][C:16]([N:18]1[CH2:25][C@H:24]2[C@H:20]([CH2:21][CH:22]([CH3:26])[CH2:23]2)[C@H:19]1[CH2:27][OH:28])=[O:17])([CH3:14])([CH3:13])[CH3:12].CCN(C(C)C)C(C)C, predict the reaction product. The product is: [C:11]([O:15][C:16]([N:18]1[CH2:25][C@H:24]2[C@H:20]([CH2:21][CH:22]([CH3:26])[CH2:23]2)[C@H:19]1[CH:27]=[O:28])=[O:17])([CH3:13])([CH3:14])[CH3:12]. (3) Given the reactants [CH:1]1([N:7]2[CH2:13][C:12]([F:15])([F:14])[C:11](=[O:16])[N:10]([CH3:17])[C:9]3[CH:18]=[N:19][C:20]([NH:22][C:23]4[CH:37]=[CH:36][C:26]([C:27]([NH:29][N:30]5[CH2:35][CH2:34][NH:33][CH2:32][CH2:31]5)=[O:28])=[CH:25][C:24]=4[O:38][CH3:39])=[N:21][C:8]2=3)[CH2:6][CH2:5][CH2:4][CH2:3][CH2:2]1.[CH2:40](Br)[CH3:41].C(N(CC)C(C)C)(C)C, predict the reaction product. The product is: [CH:1]1([N:7]2[CH2:13][C:12]([F:15])([F:14])[C:11](=[O:16])[N:10]([CH3:17])[C:9]3[CH:18]=[N:19][C:20]([NH:22][C:23]4[CH:37]=[CH:36][C:26]([C:27]([NH:29][N:30]5[CH2:35][CH2:34][N:33]([CH2:40][CH3:41])[CH2:32][CH2:31]5)=[O:28])=[CH:25][C:24]=4[O:38][CH3:39])=[N:21][C:8]2=3)[CH2:2][CH2:3][CH2:4][CH2:5][CH2:6]1. (4) Given the reactants [NH2:1][C:2]1[CH:16]=[CH:15][C:5]2[N:6]([CH3:14])[C:7](=[O:13])[CH2:8][CH2:9][C:10]([CH3:12])([CH3:11])[C:4]=2[CH:3]=1.Cl[C:18]1[N:23]=[C:22]([NH:24][C@@H:25]2[C@@H:30]3[CH2:31][C@@H:27]([CH:28]=[CH:29]3)[C@@H:26]2[C:32]([NH2:34])=[O:33])[C:21]([Cl:35])=[CH:20][N:19]=1, predict the reaction product. The product is: [Cl:35][C:21]1[C:22]([NH:24][C@@H:25]2[C@@H:30]3[CH2:31][C@@H:27]([CH:28]=[CH:29]3)[C@@H:26]2[C:32]([NH2:34])=[O:33])=[N:23][C:18]([NH:1][C:2]2[CH:16]=[CH:15][C:5]3[N:6]([CH3:14])[C:7](=[O:13])[CH2:8][CH2:9][C:10]([CH3:12])([CH3:11])[C:4]=3[CH:3]=2)=[N:19][CH:20]=1. (5) Given the reactants [Cl:1][C:2]1[CH:9]=[C:8](F)[CH:7]=[CH:6][C:3]=1[CH:4]=[O:5].[F:11][C:12]([F:19])([F:18])[C:13]1[CH:17]=[CH:16][NH:15][N:14]=1.C(=O)([O-])[O-].[K+].[K+], predict the reaction product. The product is: [Cl:1][C:2]1[CH:9]=[C:8]([N:15]2[CH:16]=[CH:17][C:13]([C:12]([F:19])([F:18])[F:11])=[N:14]2)[CH:7]=[CH:6][C:3]=1[CH:4]=[O:5].